Task: Predict the reactants needed to synthesize the given product.. Dataset: Full USPTO retrosynthesis dataset with 1.9M reactions from patents (1976-2016) (1) Given the product [NH:1]1[C:5]2[CH:6]=[CH:7][C:8]([N:10]3[CH:20]([C:19]4[CH:22]=[CH:23][C:16]([O:15][CH2:11][CH2:12][CH2:13][CH3:14])=[CH:17][CH:18]=4)[C:27](=[O:26])[CH2:29][C:30]3=[O:31])=[CH:9][C:4]=2[N:3]=[CH:2]1, predict the reactants needed to synthesize it. The reactants are: [NH:1]1[C:5]2[CH:6]=[CH:7][C:8]([NH2:10])=[CH:9][C:4]=2[N:3]=[CH:2]1.[CH2:11]([O:15][C:16]1[CH:23]=[CH:22][C:19]([CH:20]=O)=[CH:18][CH:17]=1)[CH2:12][CH2:13][CH3:14].C([O:26][C:27]([CH2:29][C:30](O)=[O:31])=O)C.C(=O)(OC)OC(C)(C)C[N+]#[C-].CC(C)([O-])C.[Na+]. (2) Given the product [CH3:19][O:1][C:2]1[C:3]([CH2:14][CH:15]=[CH2:16])=[C:4]([C:8]2[CH:9]=[CH:10][CH:11]=[CH:12][CH:13]=2)[CH:5]=[CH:6][CH:7]=1, predict the reactants needed to synthesize it. The reactants are: [OH:1][C:2]1[C:3]([CH2:14][CH:15]=[CH2:16])=[C:4]([C:8]2[CH:13]=[CH:12][CH:11]=[CH:10][CH:9]=2)[CH:5]=[CH:6][CH:7]=1.IC.[C:19](=O)([O-])[O-].[K+].[K+].O. (3) Given the product [NH2:11][CH:12]1[CH2:20][C:19]2[C:14](=[CH:15][CH:16]=[C:17]([CH2:21][CH2:22][C:23]([O:25][CH2:26][CH3:27])=[O:24])[CH:18]=2)[CH2:13]1, predict the reactants needed to synthesize it. The reactants are: C(OC([NH:11][CH:12]1[CH2:20][C:19]2[C:14](=[CH:15][CH:16]=[C:17](/[CH:21]=[CH:22]/[C:23]([O:25][CH2:26][CH3:27])=[O:24])[CH:18]=2)[CH2:13]1)=O)C1C=CC=CC=1.NC1C=CC(C2CCC(C(OC)=O)C2)=CC=1. (4) Given the product [Br:17][C:14]1[N:12]2[CH:13]=[C:8]([C:4]3[CH:5]=[CH:6][CH:7]=[C:2]([F:1])[CH:3]=3)[CH:9]=[N:10][C:11]2=[N:16][CH:15]=1, predict the reactants needed to synthesize it. The reactants are: [F:1][C:2]1[CH:3]=[C:4]([C:8]2[CH:9]=[N:10][C:11]3[N:12]([CH:14]=[CH:15][N:16]=3)[CH:13]=2)[CH:5]=[CH:6][CH:7]=1.[Br:17]N1C(=O)CCC1=O.C(Cl)(Cl)Cl. (5) Given the product [C:1]([O:5][C:6]([NH:8][C@@H:9]([C@@H:14]([O:17][C@@H:18]([CH2:20][CH2:21][CH:22]=[CH2:23])[CH3:19])[CH2:15][CH3:16])[C:10]([OH:12])=[O:11])=[O:7])([CH3:2])([CH3:4])[CH3:3], predict the reactants needed to synthesize it. The reactants are: [C:1]([O:5][C:6]([NH:8][C@@H:9]([C@@H:14]([O:17][C@@H:18]([CH2:20][CH2:21][CH:22]=[CH2:23])[CH3:19])[CH2:15][CH3:16])[C:10]([O:12]C)=[O:11])=[O:7])([CH3:4])([CH3:3])[CH3:2].C1COCC1.[Li+].[OH-].Cl. (6) Given the product [Cl:1][C:2]1[CH:3]=[C:4]2[C:9](=[CH:10][CH:11]=1)[NH:8][C:7](=[O:12])[C:6]([C:13]#[N:14])=[C:5]2[C:30]1[CH:29]=[CH:28][CH:27]=[C:26]([CH:23]([CH3:25])[CH3:24])[CH:31]=1, predict the reactants needed to synthesize it. The reactants are: [Cl:1][C:2]1[CH:3]=[C:4]2[C:9](=[CH:10][CH:11]=1)[NH:8][C:7](=[O:12])[C:6]([C:13]#[N:14])=[C:5]2OS(C(F)(F)F)(=O)=O.[CH:23]([C:26]1[CH:27]=[C:28](B(O)O)[CH:29]=[CH:30][CH:31]=1)([CH3:25])[CH3:24].[O-]P([O-])([O-])=O.[K+].[K+].[K+]. (7) Given the product [Cl:23][C:16]1[N:17]=[CH:18][C:19]2[NH:20][C:24](=[CH2:26])[CH:5]([CH3:4])[CH2:6][N:7]([CH2:8][CH:9]3[CH2:10][CH2:11][CH2:12][CH2:13]3)[C:14]=2[N:15]=1, predict the reactants needed to synthesize it. The reactants are: C(O[C:4](=O)[CH:5]([CH3:24])[CH2:6][N:7]([C:14]1[C:19]([N+:20]([O-])=O)=[CH:18][N:17]=[C:16]([Cl:23])[N:15]=1)[CH2:8][CH:9]1[CH2:13][CH2:12][CH2:11][CH2:10]1)C.[C:26](O)(=O)C.